From a dataset of Full USPTO retrosynthesis dataset with 1.9M reactions from patents (1976-2016). Predict the reactants needed to synthesize the given product. (1) Given the product [Br:9][C:10]1[CH:17]=[CH:16][C:13]([CH:14]2[C:3]3[C:4](=[O:8])[NH:5][N:6]([CH3:7])[C:2]=3[NH:1][C:19]3[CH2:23][CH2:22][C:21](=[O:24])[C:20]2=3)=[CH:12][C:11]=1[Cl:18], predict the reactants needed to synthesize it. The reactants are: [NH2:1][C:2]1[N:6]([CH3:7])[NH:5][C:4](=[O:8])[CH:3]=1.[Br:9][C:10]1[CH:17]=[CH:16][C:13]([CH:14]=O)=[CH:12][C:11]=1[Cl:18].[C:19]1(=O)[CH2:23][CH2:22][C:21](=[O:24])[CH2:20]1. (2) Given the product [CH2:4]([N:25]1[CH2:24][CH2:23][N:22]([C:17]2[CH:18]=[CH:19][CH:20]=[CH:21][N:16]=2)[CH2:27][CH2:26]1)[CH2:3][C:2]#[CH:1], predict the reactants needed to synthesize it. The reactants are: [CH3:1][C:2]1C=CC(S(OCCC#C)(=O)=O)=[CH:4][CH:3]=1.[N:16]1[CH:21]=[CH:20][CH:19]=[CH:18][C:17]=1[N:22]1[CH2:27][CH2:26][NH:25][CH2:24][CH2:23]1.C(N(C(C)C)CC)(C)C. (3) Given the product [CH2:20]([N:27]1[CH2:31][CH2:30][N:29]([C:32]2[S:33][C:34]([C:38]([NH:14][CH2:13][C:12]3[CH:15]=[CH:16][C:17]([F:19])=[CH:18][C:11]=3[F:10])=[O:39])=[C:35]([CH3:37])[N:36]=2)[C:28]1=[O:41])[C:21]1[CH:26]=[CH:25][CH:24]=[CH:23][CH:22]=1, predict the reactants needed to synthesize it. The reactants are: FC1C=CC(CN)=CC=1.[F:10][C:11]1[CH:18]=[C:17]([F:19])[CH:16]=[CH:15][C:12]=1[CH2:13][NH2:14].[CH2:20]([N:27]1[CH2:31][CH2:30][N:29]([C:32]2[S:33][C:34]([C:38](O)=[O:39])=[C:35]([CH3:37])[N:36]=2)[C:28]1=[O:41])[C:21]1[CH:26]=[CH:25][CH:24]=[CH:23][CH:22]=1. (4) Given the product [C:15]([CH2:2][CH2:3][C:4]12[CH2:10][CH:7]([CH2:8][CH2:9]1)[CH:6]=[CH:5]2)#[N:16], predict the reactants needed to synthesize it. The reactants are: Cl[CH2:2][CH2:3][C:4]12[CH2:10][CH:7]([CH2:8][CH2:9]1)[CH:6]=[CH:5]2.CS(C)=O.[C-:15]#[N:16].[Na+]. (5) Given the product [Cl:30][C:24]1[CH:25]=[N:26][CH:27]=[C:28]([Cl:29])[C:23]=1[NH:22][C:16]1[C:15]2[C:20](=[C:11]([O:10][CH2:9][CH2:8][CH2:7][OH:3])[C:12]([O:31][CH3:32])=[CH:13][CH:14]=2)[O:19][C:18](=[O:21])[CH:17]=1, predict the reactants needed to synthesize it. The reactants are: C([O-])(=[O:3])C.[K+].Br[CH2:7][CH2:8][CH2:9][O:10][C:11]1[C:12]([O:31][CH3:32])=[CH:13][CH:14]=[C:15]2[C:20]=1[O:19][C:18](=[O:21])[CH:17]=[C:16]2[NH:22][C:23]1[C:28]([Cl:29])=[CH:27][N:26]=[CH:25][C:24]=1[Cl:30].